This data is from CYP2C9 inhibition data for predicting drug metabolism from PubChem BioAssay. The task is: Regression/Classification. Given a drug SMILES string, predict its absorption, distribution, metabolism, or excretion properties. Task type varies by dataset: regression for continuous measurements (e.g., permeability, clearance, half-life) or binary classification for categorical outcomes (e.g., BBB penetration, CYP inhibition). Dataset: cyp2c9_veith. (1) The molecule is CCOC(=O)c1ccc(NC(=O)C2(c3ccccc3)CCCC2)cc1. The result is 1 (inhibitor). (2) The drug is Cc1cnc(CNc2cc(-c3cccc(C#N)c3)ncn2)cn1. The result is 0 (non-inhibitor). (3) The drug is COCC(=O)N1CCC2(CCCN(Cc3ccncc3)C2)CC1. The result is 1 (inhibitor). (4) The compound is C=CCn1c(SCC(=O)N2CCc3ccccc3C2)nc2ccccc2c1=O. The result is 1 (inhibitor).